From a dataset of Forward reaction prediction with 1.9M reactions from USPTO patents (1976-2016). Predict the product of the given reaction. Given the reactants [Br:1][C:2]1[CH:3]=[CH:4][C:5]([CH3:12])=[C:6]([CH2:8][C:9]([OH:11])=O)[CH:7]=1.S(Cl)(Cl)=O.Cl.[CH3:18][O:19][C:20]([C:22]1([NH2:28])[CH2:27][CH2:26][CH2:25][CH2:24][CH2:23]1)=[O:21].C(N(CC)CC)C, predict the reaction product. The product is: [Br:1][C:2]1[CH:3]=[CH:4][C:5]([CH3:12])=[C:6]([CH2:8][C:9]([NH:28][C:22]2([C:20]([O:19][CH3:18])=[O:21])[CH2:27][CH2:26][CH2:25][CH2:24][CH2:23]2)=[O:11])[CH:7]=1.